From a dataset of Reaction yield outcomes from USPTO patents with 853,638 reactions. Predict the reaction yield, written as a fraction of the theoretical maximum amount of product (1.0 means a 100% yield; for example, 0.34 means a 34% yield). (1) The reactants are Br[C:2]1[CH:7]=[CH:6][C:5]([C:8]([N:10]2[CH2:14][CH2:13][CH2:12][C@H:11]2[CH2:15][N:16]2[CH2:20][CH2:19][CH2:18][CH2:17]2)=[O:9])=[CH:4][CH:3]=1.C(=O)([O-])[O-].[Na+].[Na+].[CH3:27][O:28][C:29]1[N:34]=[CH:33][C:32](B(O)O)=[CH:31][N:30]=1. The catalyst is C1(C)C=CC=CC=1.O.C(O)C.[Pd].C1(P(C2C=CC=CC=2)C2C=CC=CC=2)C=CC=CC=1.C1(P(C2C=CC=CC=2)C2C=CC=CC=2)C=CC=CC=1.C1(P(C2C=CC=CC=2)C2C=CC=CC=2)C=CC=CC=1.C1(P(C2C=CC=CC=2)C2C=CC=CC=2)C=CC=CC=1. The product is [CH3:27][O:28][C:29]1[N:34]=[CH:33][C:32]([C:2]2[CH:7]=[CH:6][C:5]([C:8]([N:10]3[CH2:14][CH2:13][CH2:12][C@H:11]3[CH2:15][N:16]3[CH2:20][CH2:19][CH2:18][CH2:17]3)=[O:9])=[CH:4][CH:3]=2)=[CH:31][N:30]=1. The yield is 0.470. (2) The reactants are O=[C:2]1[C:7]([C:8]([O:10][CH3:11])=[O:9])=[CH:6][CH:5]=[CH:4][O:3]1.N[C:13]1[CH:14]=[N:15][CH:16]=[CH:17][CH:18]=1.CC[N:21]=C=NCCCN(C)C.Cl. The catalyst is CN(C=O)C.CN(C1C=CN=CC=1)C. The product is [O:3]=[C:2]1[C:7]([C:8]([O:10][CH3:11])=[O:9])=[CH:6][CH:5]=[CH:4][N:21]1[C:16]1[CH:17]=[CH:18][CH:13]=[CH:14][N:15]=1. The yield is 0.720. (3) The reactants are Br[C:2]1[C:10]2[O:9][C:8]([C:11]3[CH:16]=[CH:15][C:14]([OH:17])=[C:13]([F:18])[CH:12]=3)=[N:7][C:6]=2[CH:5]=[C:4]([OH:19])[CH:3]=1.[CH2:20]([Sn](CCCC)(CCCC)C=C)[CH2:21]CC.C(OCCOCC)C. The catalyst is CC1C=CC=CC=1[P](C1C=CC=CC=1C)([Pd](Cl)(Cl)[P](C1=C(C)C=CC=C1)(C1C=CC=CC=1C)C1C=CC=CC=1C)C1C=CC=CC=1C. The product is [F:18][C:13]1[CH:12]=[C:11]([C:8]2[O:9][C:10]3[C:2]([CH:20]=[CH2:21])=[CH:3][C:4]([OH:19])=[CH:5][C:6]=3[N:7]=2)[CH:16]=[CH:15][C:14]=1[OH:17]. The yield is 0.720. (4) The reactants are [Cl:1][C:2]1[N:7]=[N:6][C:5]([NH:8][NH:9][C:10](=O)[C:11]2[CH:16]=[C:15]([O:17][CH3:18])[CH:14]=[CH:13][C:12]=2[O:19][CH3:20])=[CH:4][CH:3]=1. The catalyst is P(Cl)(Cl)(Cl)=O.C(Cl)Cl.C([O-])(O)=O.[Na+]. The product is [Cl:1][C:2]1[CH:3]=[CH:4][C:5]2[N:6]([C:10]([C:11]3[CH:16]=[C:15]([O:17][CH3:18])[CH:14]=[CH:13][C:12]=3[O:19][CH3:20])=[N:9][N:8]=2)[N:7]=1. The yield is 0.850. (5) The reactants are [CH3:1][C:2]1[O:6][C:5]([C:7]2[CH:15]=[CH:14][C:10]([C:11]([OH:13])=O)=[CH:9][CH:8]=2)=[N:4][C:3]=1[CH2:16][S:17]([C:20]1[CH:25]=[CH:24][C:23]([CH2:26][N:27]2[CH2:32][CH2:31][O:30][CH2:29][CH2:28]2)=[CH:22][CH:21]=1)(=[O:19])=[O:18].CCN=C=NCCCN(C)C.C1C=CC2N(O)N=NC=2C=1.C(N(CC)CC)C.[N:61]1[CH:66]=[CH:65][CH:64]=[C:63]([CH2:67][NH2:68])[CH:62]=1. The catalyst is CN(C)C=O. The product is [CH3:1][C:2]1[O:6][C:5]([C:7]2[CH:8]=[CH:9][C:10]([C:11]([NH:68][CH2:67][C:63]3[CH:62]=[N:61][CH:66]=[CH:65][CH:64]=3)=[O:13])=[CH:14][CH:15]=2)=[N:4][C:3]=1[CH2:16][S:17]([C:20]1[CH:25]=[CH:24][C:23]([CH2:26][N:27]2[CH2:28][CH2:29][O:30][CH2:31][CH2:32]2)=[CH:22][CH:21]=1)(=[O:18])=[O:19]. The yield is 0.680. (6) The reactants are [C:1]1(=[CH:7][C:8]#[N:9])[CH2:6][CH2:5][CH2:4][CH2:3][CH2:2]1.[N+:10]([CH3:13])([O-:12])=[O:11].[F-].C([N+](CCCC)(CCCC)CCCC)CCC. The catalyst is O1CCCC1.C(OCC)(=O)C. The product is [N+:10]([CH2:13][C:1]1([CH2:7][C:8]#[N:9])[CH2:6][CH2:5][CH2:4][CH2:3][CH2:2]1)([O-:12])=[O:11]. The yield is 0.710. (7) The reactants are [Si]([O:8][C:9]1[CH:10]=[C:11]([C:15]2[CH:20]=[CH:19][C:18]([C@H:21]3[N:24]([C:25]4[CH:30]=[CH:29][CH:28]=[CH:27][CH:26]=4)[C:23](=[O:31])[C@@H:22]3[CH2:32][CH2:33][C@H:34]([O:42][Si:43]([C:46]([CH3:49])([CH3:48])[CH3:47])([CH3:45])[CH3:44])[C:35]3[CH:40]=[CH:39][C:38]([F:41])=[CH:37][CH:36]=3)=[CH:17][CH:16]=2)[CH:12]=[CH:13][CH:14]=1)(C(C)(C)C)(C)C.[F-].[K+].C(OCC)(=O)C. The catalyst is CO. The product is [Si:43]([O:42][C@H:34]([C:35]1[CH:36]=[CH:37][C:38]([F:41])=[CH:39][CH:40]=1)[CH2:33][CH2:32][C@@H:22]1[C@@H:21]([C:18]2[CH:19]=[CH:20][C:15]([C:11]3[CH:12]=[CH:13][CH:14]=[C:9]([OH:8])[CH:10]=3)=[CH:16][CH:17]=2)[N:24]([C:25]2[CH:26]=[CH:27][CH:28]=[CH:29][CH:30]=2)[C:23]1=[O:31])([C:46]([CH3:49])([CH3:48])[CH3:47])([CH3:45])[CH3:44]. The yield is 0.920.